From a dataset of TCR-epitope binding with 47,182 pairs between 192 epitopes and 23,139 TCRs. Binary Classification. Given a T-cell receptor sequence (or CDR3 region) and an epitope sequence, predict whether binding occurs between them. (1) The epitope is SSNVANYQK. The TCR CDR3 sequence is CASSPTNPAGDTETQYF. Result: 0 (the TCR does not bind to the epitope). (2) The epitope is EIYKRWII. The TCR CDR3 sequence is CSADPSGGNNEQFF. Result: 0 (the TCR does not bind to the epitope). (3) The epitope is WICLLQFAY. The TCR CDR3 sequence is CASGPGRLNTEAFF. Result: 1 (the TCR binds to the epitope). (4) The epitope is ALSKGVHFV. The TCR CDR3 sequence is CASRDPAGISYEQYF. Result: 1 (the TCR binds to the epitope). (5) The epitope is NLVPMVATV. The TCR CDR3 sequence is CASSQGSQPQHF. Result: 0 (the TCR does not bind to the epitope). (6) The epitope is LEPLVDLPI. The TCR CDR3 sequence is CASSSGGARETQYF. Result: 0 (the TCR does not bind to the epitope). (7) The epitope is LLQTGIHVRVSQPSL. The TCR CDR3 sequence is CASSLGPEAFF. Result: 0 (the TCR does not bind to the epitope).